Dataset: Peptide-MHC class I binding affinity with 185,985 pairs from IEDB/IMGT. Task: Regression. Given a peptide amino acid sequence and an MHC pseudo amino acid sequence, predict their binding affinity value. This is MHC class I binding data. (1) The peptide sequence is RGINDRNFW. The MHC is HLA-A69:01 with pseudo-sequence HLA-A69:01. The binding affinity (normalized) is 0.0847. (2) The peptide sequence is YNAVLTHVK. The MHC is H-2-Db with pseudo-sequence H-2-Db. The binding affinity (normalized) is 0. (3) The peptide sequence is LGKSYAQMW. The MHC is HLA-B57:01 with pseudo-sequence HLA-B57:01. The binding affinity (normalized) is 0.581. (4) The peptide sequence is KRWIILGLNK. The binding affinity (normalized) is 0. The MHC is HLA-A23:01 with pseudo-sequence HLA-A23:01. (5) The peptide sequence is RISSSLDQT. The MHC is HLA-A02:01 with pseudo-sequence HLA-A02:01. The binding affinity (normalized) is 0. (6) The peptide sequence is RALIKTLPRASYSSH. The MHC is HLA-A33:01 with pseudo-sequence HLA-A33:01. The binding affinity (normalized) is 0.00631. (7) The peptide sequence is LMIFISSFLL. The MHC is H-2-Db with pseudo-sequence H-2-Db. The binding affinity (normalized) is 0.00610. (8) The peptide sequence is KTTLFHTFK. The MHC is HLA-B35:01 with pseudo-sequence HLA-B35:01. The binding affinity (normalized) is 0.0847. (9) The peptide sequence is QSYVDRFYK. The MHC is HLA-A31:01 with pseudo-sequence HLA-A31:01. The binding affinity (normalized) is 0.776.